Task: Predict the reaction yield, written as a fraction of the theoretical maximum amount of product (1.0 means a 100% yield; for example, 0.34 means a 34% yield).. Dataset: Reaction yield outcomes from USPTO patents with 853,638 reactions (1) The reactants are [CH3:1][C:2]1[N:10]=[CH:9][CH:8]=[C:7]([CH3:11])[C:3]=1[C:4]([OH:6])=O.[NH2:12][CH2:13][C:14]1[CH:41]=[CH:40][C:17]([CH2:18][N:19]([CH2:30][C:31]2[NH:35][C:34]3[CH:36]=[CH:37][CH:38]=[CH:39][C:33]=3[N:32]=2)[CH:20]2[C:29]3[N:28]=[CH:27][CH:26]=[CH:25][C:24]=3[CH2:23][CH2:22][CH2:21]2)=[CH:16][CH:15]=1.CCN(CC)CC. The catalyst is O=S(Cl)Cl.CN(C1C=CN=CC=1)C. The yield is 0.330. The product is [NH:32]1[C:33]2[CH:39]=[CH:38][CH:37]=[CH:36][C:34]=2[N:35]=[C:31]1[CH2:30][N:19]([CH2:18][C:17]1[CH:16]=[CH:15][C:14]([CH2:13][NH:12][C:4](=[O:6])[C:3]2[C:7]([CH3:11])=[CH:8][CH:9]=[N:10][C:2]=2[CH3:1])=[CH:41][CH:40]=1)[CH:20]1[C:29]2[N:28]=[CH:27][CH:26]=[CH:25][C:24]=2[CH2:23][CH2:22][CH2:21]1. (2) The reactants are [C:1]1([C:15]2[CH:20]=[CH:19][CH:18]=[CH:17][CH:16]=2)[CH:6]=[CH:5][C:4]([O:7][CH2:8][CH2:9][CH2:10][C:11]([O:13]C)=[O:12])=[CH:3][CH:2]=1.[Li+:21].[OH-].O. The catalyst is C1COCC1. The product is [C:1]1([C:15]2[CH:16]=[CH:17][CH:18]=[CH:19][CH:20]=2)[CH:6]=[CH:5][C:4]([O:7][CH2:8][CH2:9][CH2:10][C:11]([O-:13])=[O:12])=[CH:3][CH:2]=1.[Li+:21]. The yield is 0.930. (3) The reactants are [Cl:1][C:2]1[C:20]([Cl:21])=[CH:19][CH:18]=[CH:17][C:3]=1[CH2:4][N:5]1[C:10]2[N:11]=[C:12](SC)[S:13][C:9]=2[C:8](=[O:16])[N:7]=[CH:6]1.O[O:23][S:24]([O-:26])=O.[K+].[CH2:28]1COCC1. The catalyst is O. The product is [Cl:1][C:2]1[C:20]([Cl:21])=[CH:19][CH:18]=[CH:17][C:3]=1[CH2:4][N:5]1[C:10]2[N:11]=[C:12]([S:24]([CH3:28])(=[O:26])=[O:23])[S:13][C:9]=2[C:8](=[O:16])[N:7]=[CH:6]1. The yield is 0.800. (4) The reactants are [CH3:1][C:2]1([CH3:18])[O:7][C:6]2[CH:8]=[CH:9][C:10]3[CH:11]=[CH:12][C:13](=[O:17])[C:14](=[O:16])[C:15]=3[C:5]=2[CH:4]=[CH:3]1.CC(C)([O-:22])C.[K+].O=O.Cl. The catalyst is C1(C)C=CC=CC=1.[Na].O.C(O)(C)(C)C. The product is [OH:17][C:13]1[C:14](=[O:16])[C:15]2[C:5]3[CH:4]=[CH:3][C:2]([CH3:18])([CH3:1])[O:7][C:6]=3[CH:8]=[CH:9][C:10]=2[C:11](=[O:22])[CH:12]=1. The yield is 0.460. (5) The reactants are [CH3:1][C:2]1[O:6][N:5]=[C:4]([C:7]2[CH:12]=[CH:11][CH:10]=[CH:9][CH:8]=2)[C:3]=1[CH2:13][O:14][C:15]1[CH:23]=[CH:22][C:18]([C:19]([OH:21])=O)=[CH:17][N:16]=1.[CH2:24]([CH2:26][NH2:27])[OH:25]. No catalyst specified. The product is [OH:25][CH2:24][CH2:26][NH:27][C:19](=[O:21])[C:18]1[CH:22]=[CH:23][C:15]([O:14][CH2:13][C:3]2[C:4]([C:7]3[CH:8]=[CH:9][CH:10]=[CH:11][CH:12]=3)=[N:5][O:6][C:2]=2[CH3:1])=[N:16][CH:17]=1. The yield is 0.810. (6) The product is [Br:15][C:11]1[CH:10]=[C:9]([C:6]2([CH3:8])[CH2:5][CH:4]([C:16]([O:18][CH2:19][CH3:20])=[O:17])[S:3][C:2]([NH:1][C:31]([O:30][C:26]([CH3:29])([CH3:28])[CH3:27])=[O:32])=[N:7]2)[CH:14]=[CH:13][CH:12]=1. The catalyst is O1CCOCC1.O. The reactants are [NH2:1][C:2]1[S:3][CH:4]([C:16]([O:18][CH2:19][CH3:20])=[O:17])[CH2:5][C:6]([C:9]2[CH:14]=[CH:13][CH:12]=[C:11]([Br:15])[CH:10]=2)([CH3:8])[N:7]=1.C(=O)(O)[O-].[Na+].[C:26]([O:30][C:31](O[C:31]([O:30][C:26]([CH3:29])([CH3:28])[CH3:27])=[O:32])=[O:32])([CH3:29])([CH3:28])[CH3:27]. The yield is 0.640. (7) The product is [CH3:10][O:9][C:5]1[CH:4]=[CH:3][C:2]([CH:17]=[CH2:18])=[CH:7][C:6]=1[NH2:8]. The reactants are Br[C:2]1[CH:3]=[CH:4][C:5]([O:9][CH3:10])=[C:6]([NH2:8])[CH:7]=1.C([O-])([O-])=O.[K+].[K+].[CH2:17](OB(C=C)OCCCC)[CH2:18]CC. The yield is 0.710. The catalyst is COCCOC.O.C1C=CC([P]([Pd]([P](C2C=CC=CC=2)(C2C=CC=CC=2)C2C=CC=CC=2)([P](C2C=CC=CC=2)(C2C=CC=CC=2)C2C=CC=CC=2)[P](C2C=CC=CC=2)(C2C=CC=CC=2)C2C=CC=CC=2)(C2C=CC=CC=2)C2C=CC=CC=2)=CC=1. (8) The reactants are Cl[Sn]Cl.O.[Cl:5][C:6]1[C:11]([N+:12]([O-])=O)=[CH:10][CH:9]=[C:8]([Cl:15])[C:7]=1[CH3:16]. The catalyst is C(O)C. The product is [Cl:5][C:6]1[C:11]([NH2:12])=[CH:10][CH:9]=[C:8]([Cl:15])[C:7]=1[CH3:16]. The yield is 0.980.